From a dataset of Full USPTO retrosynthesis dataset with 1.9M reactions from patents (1976-2016). Predict the reactants needed to synthesize the given product. (1) Given the product [NH2:23][C:14]1[C:13]([N:26]2[CH2:27][CH2:28][O:29][CH2:30][CH2:31]2)=[N:12][C:11]([CH:10]=[CH:9][C:6]2[CH:5]=[CH:4][C:3]([O:2][CH3:1])=[CH:8][CH:7]=2)=[N:16][C:15]=1[N:17]1[CH2:22][CH2:21][O:20][CH2:19][CH2:18]1, predict the reactants needed to synthesize it. The reactants are: [CH3:1][O:2][C:3]1[CH:8]=[CH:7][C:6]([CH:9]=[CH:10][C:11]2[N:16]=[C:15]([N:17]3[CH2:22][CH2:21][O:20][CH2:19][CH2:18]3)[C:14]([N+:23]([O-])=O)=[C:13]([N:26]3[CH2:31][CH2:30][O:29][CH2:28][CH2:27]3)[N:12]=2)=[CH:5][CH:4]=1.[Cl-].[Ca+2].[Cl-]. (2) Given the product [C:1]12([CH2:11][O:12][C:13]3[CH:20]=[CH:19][C:16]([C:17]#[N:18])=[CH:15][C:14]=3[CH:21]3[CH2:24][CH2:23][CH2:22]3)[CH2:2][CH:3]3[CH2:9][CH:7]([CH2:6][CH:5]([CH2:4]3)[CH2:10]1)[CH2:8]2, predict the reactants needed to synthesize it. The reactants are: [C:1]12([CH2:11][O:12][C:13]3[CH:20]=[CH:19][C:16]([C:17]#[N:18])=[CH:15][C:14]=3[C:21]3(O)[CH2:24][CH2:23][CH2:22]3)[CH2:10][CH:5]3[CH2:6][CH:7]([CH2:9][CH:3]([CH2:4]3)[CH2:2]1)[CH2:8]2.C([SiH](CC)CC)C.FC(F)(F)C(O)=O.